From a dataset of Reaction yield outcomes from USPTO patents with 853,638 reactions. Predict the reaction yield, written as a fraction of the theoretical maximum amount of product (1.0 means a 100% yield; for example, 0.34 means a 34% yield). (1) The reactants are Cl[C:2]1[C:11]2[C:6](=[CH:7][CH:8]=[C:9]([CH:12]=[O:13])[CH:10]=2)[N:5]=[CH:4][CH:3]=1.[N:14]1[CH:19]=[CH:18][C:17](B(O)O)=[CH:16][CH:15]=1.C([O-])([O-])=O.[K+].[K+]. The catalyst is CN(C=O)C. The product is [N:14]1[CH:19]=[CH:18][C:17]([C:2]2[C:11]3[C:6](=[CH:7][CH:8]=[C:9]([CH:12]=[O:13])[CH:10]=3)[N:5]=[CH:4][CH:3]=2)=[CH:16][CH:15]=1. The yield is 0.510. (2) The product is [CH2:1]([O:8][C:9]([N:11]1[CH2:15][C:14](=[CH2:16])[C@@:13]([NH:23][C:45]([O:47][C:48]([CH3:51])([CH3:50])[CH3:49])=[O:46])([CH3:20])[CH2:12]1)=[O:10])[C:2]1[CH:3]=[CH:4][CH:5]=[CH:6][CH:7]=1. The catalyst is C1(C)C=CC=CC=1. The reactants are [CH2:1]([O:8][C:9]([N:11]1[CH2:15][C:14](=[CH2:16])[C@:13]([CH3:20])(C(O)=O)[CH2:12]1)=[O:10])[C:2]1[CH:7]=[CH:6][CH:5]=[CH:4][CH:3]=1.C([N:23](CC)CC)C.C1(P(N=[N+]=[N-])(C2C=CC=CC=2)=O)C=CC=CC=1.[C:45](O[C:45]([O:47][C:48]([CH3:51])([CH3:50])[CH3:49])=[O:46])([O:47][C:48]([CH3:51])([CH3:50])[CH3:49])=[O:46]. The yield is 0.692. (3) The reactants are [NH2:1][CH2:2][CH2:3][NH:4][C@@H:5]([C@@H:13]([CH3:16])[CH2:14][CH3:15])[C:6]([O:8][C:9]([CH3:12])([CH3:11])[CH3:10])=[O:7].[CH3:17][C:18]1[N:23]=[C:22]([CH:24]=O)[CH:21]=[CH:20][CH:19]=1.S([O-])([O-])(=O)=O.[Mg+2].[BH4-].[Na+].C1C(=O)N(OC(ON2C(=O)CCC2=O)=O)[C:36](=[O:37])C1.C(N(CC)CC)C. The catalyst is ClCCl.CO.ClCCCl. The product is [CH3:16][C@@H:13]([CH2:14][CH3:15])[C@H:5]([N:4]1[CH2:3][CH2:2][N:1]([CH2:24][C:22]2[CH:21]=[CH:20][CH:19]=[C:18]([CH3:17])[N:23]=2)[C:36]1=[O:37])[C:6]([O:8][C:9]([CH3:10])([CH3:11])[CH3:12])=[O:7]. The yield is 0.630. (4) The catalyst is CN(C1C=CN=CC=1)C. The reactants are [OH:1][C@@H:2]1[CH2:7][NH:6][C@H:5]([C:8]([OH:10])=O)[C@@H:4]([C:11]([O:13][CH3:14])=[O:12])[CH2:3]1.[C:15]1([N:21]2[CH2:26][CH2:25][NH:24][CH2:23][CH2:22]2)[CH:20]=[CH:19][CH:18]=[CH:17][CH:16]=1.F[P-](F)(F)(F)(F)F.N1(O[P+](N(C)C)(N(C)C)N(C)C)C2C=CC=CC=2N=N1.CN(C)C=O.C(N(CC)C(C)C)(C)C.C(Cl)Cl.Cl[C:72]([O:74][CH3:75])=[O:73]. The product is [OH:1][C@@H:2]1[CH2:7][N:6]([C:72]([O:74][CH3:75])=[O:73])[C@H:5]([C:8]([N:24]2[CH2:25][CH2:26][N:21]([C:15]3[CH:20]=[CH:19][CH:18]=[CH:17][CH:16]=3)[CH2:22][CH2:23]2)=[O:10])[C@@H:4]([C:11]([O:13][CH3:14])=[O:12])[CH2:3]1. The yield is 0.857. (5) The reactants are Cl[C:2]1[CH:7]=[C:6]([O:8][C:9]2[CH:10]=[N:11][C:12]([N+:15]([O-:17])=[O:16])=[CH:13][CH:14]=2)[CH:5]=[CH:4][N:3]=1.C([O-])([O-])=O.[K+].[K+].O1[CH2:29][CH2:28]OCC1. The catalyst is O. The product is [CH3:10][NH:11][C:12]1[N:15]=[CH:29][C:28]([C:2]2[CH:7]=[C:6]([O:8][C:9]3[CH:10]=[N:11][C:12]([N+:15]([O-:17])=[O:16])=[CH:13][CH:14]=3)[CH:5]=[CH:4][N:3]=2)=[CH:14][CH:13]=1. The yield is 0.610.